The task is: Regression. Given two drug SMILES strings and cell line genomic features, predict the synergy score measuring deviation from expected non-interaction effect.. This data is from NCI-60 drug combinations with 297,098 pairs across 59 cell lines. Cell line: HCT116. Drug 2: CCCCCOC(=O)NC1=NC(=O)N(C=C1F)C2C(C(C(O2)C)O)O. Drug 1: CN(C)N=NC1=C(NC=N1)C(=O)N. Synergy scores: CSS=10.5, Synergy_ZIP=-1.36, Synergy_Bliss=0.708, Synergy_Loewe=-0.292, Synergy_HSA=0.282.